Dataset: M1 muscarinic receptor antagonist screen with 61,756 compounds. Task: Binary Classification. Given a drug SMILES string, predict its activity (active/inactive) in a high-throughput screening assay against a specified biological target. (1) The molecule is O(c1cc(ccc1)C)CC(=O)Nc1cc(ccc1O)C. The result is 0 (inactive). (2) The drug is S(=O)(=O)(N1CCCC1)c1ccc(cc1)C(=O)Nc1scc(n1)C(OCC)=O. The result is 0 (inactive). (3) The molecule is O=c1n(CC(C)C)cc(c2c1cc(OC)c(OC)c2)C(=O)Nc1cc2OCOc2cc1. The result is 0 (inactive). (4) The drug is S(=O)(=O)(N1CCN(CC1)c1ccc(F)cc1)c1c(OCC)cc(n2nnnc2)c(OCC)c1. The result is 0 (inactive). (5) The compound is s1c2c(n(c(C(=O)NCCCN3CCN(CC3)c3ccc(OC)cc3)c2)C)cc1. The result is 0 (inactive).